Dataset: Full USPTO retrosynthesis dataset with 1.9M reactions from patents (1976-2016). Task: Predict the reactants needed to synthesize the given product. Given the product [Cl:1][C:2]1[CH:3]=[C:4]2[C:9](=[CH:10][CH:11]=1)[C:8](=[O:12])[N:7]([C:13]1[CH:14]=[N:15][CH:16]=[C:17]([CH2:19][O:20][CH3:25])[CH:18]=1)[CH2:6][CH2:5]2, predict the reactants needed to synthesize it. The reactants are: [Cl:1][C:2]1[CH:3]=[C:4]2[C:9](=[CH:10][CH:11]=1)[C:8](=[O:12])[N:7]([C:13]1[CH:14]=[N:15][CH:16]=[C:17]([CH2:19][OH:20])[CH:18]=1)[CH2:6][CH2:5]2.[H-].[Na+].[H][H].[CH3:25]I.